Task: Regression. Given two drug SMILES strings and cell line genomic features, predict the synergy score measuring deviation from expected non-interaction effect.. Dataset: NCI-60 drug combinations with 297,098 pairs across 59 cell lines (1) Drug 1: CCCCCOC(=O)NC1=NC(=O)N(C=C1F)C2C(C(C(O2)C)O)O. Drug 2: C1CC(=O)NC(=O)C1N2C(=O)C3=CC=CC=C3C2=O. Cell line: A549. Synergy scores: CSS=-6.26, Synergy_ZIP=4.07, Synergy_Bliss=1.28, Synergy_Loewe=-3.31, Synergy_HSA=-4.06. (2) Drug 1: CCCS(=O)(=O)NC1=C(C(=C(C=C1)F)C(=O)C2=CNC3=C2C=C(C=N3)C4=CC=C(C=C4)Cl)F. Drug 2: CCC1(C2=C(COC1=O)C(=O)N3CC4=CC5=C(C=CC(=C5CN(C)C)O)N=C4C3=C2)O.Cl. Cell line: NCI-H460. Synergy scores: CSS=31.3, Synergy_ZIP=2.95, Synergy_Bliss=5.03, Synergy_Loewe=-28.6, Synergy_HSA=3.39. (3) Drug 1: CC1=C(C=C(C=C1)NC2=NC=CC(=N2)N(C)C3=CC4=NN(C(=C4C=C3)C)C)S(=O)(=O)N.Cl. Drug 2: CCC1(CC2CC(C3=C(CCN(C2)C1)C4=CC=CC=C4N3)(C5=C(C=C6C(=C5)C78CCN9C7C(C=CC9)(C(C(C8N6C=O)(C(=O)OC)O)OC(=O)C)CC)OC)C(=O)OC)O.OS(=O)(=O)O. Cell line: MOLT-4. Synergy scores: CSS=70.6, Synergy_ZIP=19.3, Synergy_Bliss=17.7, Synergy_Loewe=16.5, Synergy_HSA=17.3.